Dataset: Peptide-MHC class I binding affinity with 185,985 pairs from IEDB/IMGT. Task: Regression. Given a peptide amino acid sequence and an MHC pseudo amino acid sequence, predict their binding affinity value. This is MHC class I binding data. (1) The binding affinity (normalized) is 0.0847. The MHC is HLA-B46:01 with pseudo-sequence HLA-B46:01. The peptide sequence is LLKWKKTDY. (2) The peptide sequence is EEILGTVSW. The MHC is HLA-B44:02 with pseudo-sequence HLA-B44:02. The binding affinity (normalized) is 0.893. (3) The peptide sequence is AKYAFDPM. The MHC is H-2-Kb with pseudo-sequence H-2-Kb. The binding affinity (normalized) is 0.514. (4) The peptide sequence is DTIYPTAIY. The MHC is HLA-A26:01 with pseudo-sequence HLA-A26:01. The binding affinity (normalized) is 0.898. (5) The peptide sequence is CTSHGKQNV. The MHC is HLA-A29:02 with pseudo-sequence HLA-A29:02. The binding affinity (normalized) is 0. (6) The peptide sequence is RGPYRAFVTI. The MHC is Mamu-B17 with pseudo-sequence Mamu-B17. The binding affinity (normalized) is 0. (7) The peptide sequence is TLPNKSDVLI. The MHC is HLA-A02:01 with pseudo-sequence HLA-A02:01. The binding affinity (normalized) is 0.207. (8) The peptide sequence is RECGARVIL. The binding affinity (normalized) is 0.0847. The MHC is HLA-B57:01 with pseudo-sequence HLA-B57:01. (9) The peptide sequence is KYEALIKLL. The MHC is HLA-A23:01 with pseudo-sequence HLA-A23:01. The binding affinity (normalized) is 0.429.